Task: Predict the reactants needed to synthesize the given product.. Dataset: Full USPTO retrosynthesis dataset with 1.9M reactions from patents (1976-2016) (1) Given the product [CH3:23][N:24]1[CH2:30][CH2:29][CH2:28][N:27]([C:31]2[CH:36]=[CH:35][C:14]([N:12]3[C:3](=[O:4])[C:5]4[S:6][C:7]([C:15]([CH:17]5[CH2:18][CH2:19][O:20][CH2:21][CH2:22]5)=[O:16])=[CH:8][C:9]=4[N:10]=[CH:11]3)=[CH:33][CH:32]=2)[CH2:26][CH2:25]1, predict the reactants needed to synthesize it. The reactants are: CO[C:3]([C:5]1[S:6][C:7]([C:15]([CH:17]2[CH2:22][CH2:21][O:20][CH2:19][CH2:18]2)=[O:16])=[CH:8][C:9]=1[N:10]=[CH:11][N:12]([CH3:14])C)=[O:4].[CH3:23][N:24]1[CH2:30][CH2:29][CH2:28][N:27]([C:31]2[CH:36]=[CH:35]C(N)=[CH:33][CH:32]=2)[CH2:26][CH2:25]1. (2) Given the product [C:2]([C:4]1[CH:18]=[CH:17][C:7]([C:8]([NH:10][CH:11]2[CH2:16][CH2:15][N:14]([CH2:33][CH:31]([OH:32])[C:22]3[C:21]([CH3:20])=[C:29]4[C:25](=[CH:24][CH:23]=3)[C:26](=[O:30])[O:27][CH2:28]4)[CH2:13][CH2:12]2)=[O:9])=[CH:6][C:5]=1[F:19])#[N:3], predict the reactants needed to synthesize it. The reactants are: Cl.[C:2]([C:4]1[CH:18]=[CH:17][C:7]([C:8]([NH:10][CH:11]2[CH2:16][CH2:15][NH:14][CH2:13][CH2:12]2)=[O:9])=[CH:6][C:5]=1[F:19])#[N:3].[CH3:20][C:21]1[C:29]2[CH2:28][O:27][C:26](=[O:30])[C:25]=2[CH:24]=[CH:23][C:22]=1[CH:31]1[CH2:33][O:32]1.